This data is from Forward reaction prediction with 1.9M reactions from USPTO patents (1976-2016). The task is: Predict the product of the given reaction. (1) Given the reactants [C:1]1(N2C(S(CCC)(=O)=O)=NN=N2)[CH:6]=CC=C[CH:2]=1.[K].C[Si](C)(C)N[Si](C)(C)C.[CH:28]([C@H:30]1[CH2:35][CH2:34][C@H:33]([NH:36][C:37](=[O:43])[O:38][C:39]([CH3:42])([CH3:41])[CH3:40])[CH2:32][CH2:31]1)=O.O, predict the reaction product. The product is: [CH:28](/[C@H:30]1[CH2:35][CH2:34][C@H:33]([NH:36][C:37](=[O:43])[O:38][C:39]([CH3:42])([CH3:41])[CH3:40])[CH2:32][CH2:31]1)=[CH:2]\[CH2:1][CH3:6]. (2) Given the reactants CS(C)=O.[C:5]([NH:12][C@H:13]([CH2:18][OH:19])[CH2:14][CH:15]([CH3:17])[CH3:16])([O:7][C:8]([CH3:11])([CH3:10])[CH3:9])=[O:6].CCN(CC)CC, predict the reaction product. The product is: [C:5]([NH:12][C@H:13]([CH:18]=[O:19])[CH2:14][CH:15]([CH3:16])[CH3:17])([O:7][C:8]([CH3:9])([CH3:11])[CH3:10])=[O:6]. (3) Given the reactants [Cl:1][C:2]1[N:10]=[C:9]2[C:5]([N:6]=[C:7]([C:12]3([OH:18])[CH2:17][CH2:16][O:15][CH2:14][CH2:13]3)[N:8]2[CH3:11])=[C:4]([N:19]2[CH2:24][CH2:23][O:22][CH2:21][C@@H:20]2[CH3:25])[N:3]=1.Cl[C:27]1N=C2C(N=CN2CC)=C(N2CCOC[C@@H]2C)N=1, predict the reaction product. The product is: [Cl:1][C:2]1[N:10]=[C:9]2[C:5]([N:6]=[C:7]([C:12]3([OH:18])[CH2:17][CH2:16][O:15][CH2:14][CH2:13]3)[N:8]2[CH2:11][CH3:27])=[C:4]([N:19]2[CH2:24][CH2:23][O:22][CH2:21][C@@H:20]2[CH3:25])[N:3]=1. (4) Given the reactants [NH2:1][C:2]1[CH:7]=[C:6]([N:8]2[CH2:12][CH2:11][C@H:10]([N:13]([CH3:15])[CH3:14])[CH2:9]2)[C:5]([C:16]2[CH:21]=[CH:20][CH:19]=[CH:18][CH:17]=2)=[CH:4][C:3]=1[C:22]#[N:23].[C:24](Cl)(=[O:29])[C:25]([CH3:28])([CH3:27])[CH3:26].C(OCC)(=O)C.[OH-].[Na+], predict the reaction product. The product is: [C:22]([C:3]1[C:2]([NH:1][C:24](=[O:29])[C:25]([CH3:28])([CH3:27])[CH3:26])=[CH:7][C:6]([N:8]2[CH2:12][CH2:11][C@H:10]([N:13]([CH3:14])[CH3:15])[CH2:9]2)=[C:5]([C:16]2[CH:17]=[CH:18][CH:19]=[CH:20][CH:21]=2)[CH:4]=1)#[N:23]. (5) Given the reactants [Cl:1][C:2]1[CH:7]=[CH:6][C:5]([N:8]2[C:13](=[O:14])[C:12]3[NH:15][N:16]=[C:17]([C:18]4[CH:23]=[CH:22][CH:21]=[CH:20][CH:19]=4)[C:11]=3[N:10]=[C:9]2[C:24]2[CH:29]=[CH:28][C:27]([CH:30]([CH3:32])[CH3:31])=[CH:26][CH:25]=2)=[CH:4][CH:3]=1.[CH3:33][S:34](Cl)(=[O:36])=[O:35], predict the reaction product. The product is: [Cl:1][C:2]1[CH:3]=[CH:4][C:5]([N:8]2[C:13](=[O:14])[C:12]3[N:15]([S:34]([CH3:33])(=[O:36])=[O:35])[N:16]=[C:17]([C:18]4[CH:23]=[CH:22][CH:21]=[CH:20][CH:19]=4)[C:11]=3[N:10]=[C:9]2[C:24]2[CH:25]=[CH:26][C:27]([CH:30]([CH3:32])[CH3:31])=[CH:28][CH:29]=2)=[CH:6][CH:7]=1. (6) Given the reactants [H-].[Al+3].[Li+].[H-].[H-].[H-].[NH2:7][C:8]1[CH:16]=[CH:15][CH:14]=[C:13]([Cl:17])[C:9]=1[C:10](O)=[O:11], predict the reaction product. The product is: [NH2:7][C:8]1[CH:16]=[CH:15][CH:14]=[C:13]([Cl:17])[C:9]=1[CH2:10][OH:11]. (7) Given the reactants C([Si]([O:18][C:19]1[CH:24]=[CH:23][C:22]([O:25][CH2:26][C@@H:27]2[CH2:29][O:28]2)=[CH:21][CH:20]=1)(C1C=CC=CC=1)C1C=CC=CC=1)(C)(C)C.NCC1CCN([C:38]2[CH:43]=[C:42]([O:44][CH3:45])[CH:41]=[CH:40][C:39]=2[S:46]([NH2:49])(=[O:48])=[O:47])CC1.[C:50]1(O)[CH:55]=[CH:54][CH:53]=[CH:52]C=1.CCC[CH2:60][N+:61](CCCC)(CCCC)CCCC.[F-], predict the reaction product. The product is: [OH:28][C@@H:27]([CH2:29][NH:61][CH2:60][CH:54]1[CH2:53][CH2:52][N:49]([S:46]([C:39]2[CH:38]=[CH:43][C:42]([O:44][CH3:45])=[CH:41][CH:40]=2)(=[O:47])=[O:48])[CH2:50][CH2:55]1)[CH2:26][O:25][C:22]1[CH:21]=[CH:20][C:19]([OH:18])=[CH:24][CH:23]=1. (8) Given the reactants C1(C[N:8]2[CH2:13][CH2:12][O:11][CH2:10][C@@H:9]2[C:14]([NH:16][C@@H:17]([C:20](OC)=O)[CH2:18][OH:19])=O)C=CC=CC=1, predict the reaction product. The product is: [CH2:10]1[C@@H:9]2[CH2:14][NH:16][C@H:17]([CH2:18][OH:19])[CH2:20][N:8]2[CH2:13][CH2:12][O:11]1. (9) Given the reactants [NH:1]1[CH2:6][CH2:5][CH:4]([CH2:7][CH2:8][C:9]([C:11]2[CH:12]=[C:13]3[C:18]4=[C:19]([CH2:21][CH2:22][N:17]4[C:16](=[O:23])[CH2:15][CH2:14]3)[CH:20]=2)=[O:10])[CH2:3][CH2:2]1.[CH2:24]([Cl:33])[C:25]([C:27]1[CH:32]=[CH:31][CH:30]=[CH:29][CH:28]=1)=[O:26], predict the reaction product. The product is: [ClH:33].[O:26]=[C:25]([C:27]1[CH:32]=[CH:31][CH:30]=[CH:29][CH:28]=1)[CH2:24][N:1]1[CH2:2][CH2:3][CH:4]([CH2:7][CH2:8][C:9]([C:11]2[CH:12]=[C:13]3[C:18]4=[C:19]([CH2:21][CH2:22][N:17]4[C:16](=[O:23])[CH2:15][CH2:14]3)[CH:20]=2)=[O:10])[CH2:5][CH2:6]1.